Dataset: Full USPTO retrosynthesis dataset with 1.9M reactions from patents (1976-2016). Task: Predict the reactants needed to synthesize the given product. (1) Given the product [CH3:7][N:8]([CH3:19])[CH2:9][CH2:10][O:11][C:12]1[C:17]([O:18][CH2:23][CH2:22][OH:21])=[CH:16][CH:15]=[CH:14][N:13]=1, predict the reactants needed to synthesize it. The reactants are: C(=O)([O-])[O-].[K+].[K+].[CH3:7][N:8]([CH3:19])[CH2:9][CH2:10][O:11][C:12]1[C:17]([OH:18])=[CH:16][CH:15]=[CH:14][N:13]=1.C1(=O)O[CH2:23][CH2:22][O:21]1. (2) Given the product [C:3]([O:6][CH2:7][C:8]1[CH:13]=[CH:12][C:11]([O:14][CH2:16][O:17][CH2:18][CH2:19][O:20][CH3:21])=[C:10]([F:15])[CH:9]=1)(=[O:5])[CH3:4], predict the reactants needed to synthesize it. The reactants are: [H-].[Na+].[C:3]([O:6][CH2:7][C:8]1[CH:13]=[CH:12][C:11]([OH:14])=[C:10]([F:15])[CH:9]=1)(=[O:5])[CH3:4].[CH3:16][O:17][CH2:18][CH2:19][O:20][CH2:21]Cl.O.